From a dataset of Merck oncology drug combination screen with 23,052 pairs across 39 cell lines. Regression. Given two drug SMILES strings and cell line genomic features, predict the synergy score measuring deviation from expected non-interaction effect. Drug 1: CCN(CC)CCNC(=O)c1c(C)[nH]c(C=C2C(=O)Nc3ccc(F)cc32)c1C. Drug 2: CC(C)CC(NC(=O)C(Cc1ccccc1)NC(=O)c1cnccn1)B(O)O. Cell line: LOVO. Synergy scores: synergy=0.499.